This data is from Full USPTO retrosynthesis dataset with 1.9M reactions from patents (1976-2016). The task is: Predict the reactants needed to synthesize the given product. (1) Given the product [ClH:26].[CH3:25][N:2]([CH3:1])[CH2:3][CH2:4][CH2:5][C:6]1([C:17]2[CH:18]=[CH:19][C:20]([O:23][CH3:24])=[CH:21][CH:22]=2)[C:14]2[C:9](=[CH:10][C:11]([C:15]#[N:16])=[CH:12][CH:13]=2)[CH2:8][O:7]1, predict the reactants needed to synthesize it. The reactants are: [CH3:1][N:2]([CH3:25])[CH2:3][CH2:4][CH2:5][C:6]1([C:17]2[CH:22]=[CH:21][C:20]([O:23][CH3:24])=[CH:19][CH:18]=2)[C:14]2[C:9](=[CH:10][C:11]([C:15]#[N:16])=[CH:12][CH:13]=2)[CH2:8][O:7]1.[ClH:26]. (2) Given the product [C:1]1([C:6]([CH3:15])([C:7]([O:9][CH3:10])=[O:8])[C:11]([O:13][CH3:14])=[O:12])[CH2:5][CH2:4][CH2:3][CH:2]=1, predict the reactants needed to synthesize it. The reactants are: [C:1]1([CH:6]([C:11]([O:13][CH3:14])=[O:12])[C:7]([O:9][CH3:10])=[O:8])[CH2:5][CH2:4][CH2:3][CH:2]=1.[CH3:15]I. (3) Given the product [Br:1][C:2]1[C:10]([CH3:11])=[CH:9][C:8]2[C:4](=[CH:5][N:6]([CH2:23][CH:21]3[CH2:22][N:19]([C:17]([O:16][C:12]([CH3:13])([CH3:15])[CH3:14])=[O:18])[CH2:20]3)[N:7]=2)[CH:3]=1, predict the reactants needed to synthesize it. The reactants are: [Br:1][C:2]1[CH:3]=[C:4]2[C:8](=[CH:9][C:10]=1[CH3:11])[NH:7][N:6]=[CH:5]2.[C:12]([O:16][C:17]([N:19]1[CH2:22][CH:21]([CH2:23]OS(C2C=CC(C)=CC=2)(=O)=O)[CH2:20]1)=[O:18])([CH3:15])([CH3:14])[CH3:13].C(=O)([O-])[O-].[Cs+].[Cs+].CCCCCC.CCOCC. (4) Given the product [Br:1][C:2]1[CH:3]=[C:4]2[C:9](=[CH:10][CH:11]=1)[O:8][C:7]1([CH3:28])[CH2:12][O:13][CH2:14][CH2:15][CH:6]1[CH2:5]2, predict the reactants needed to synthesize it. The reactants are: [Br:1][C:2]1[CH:3]=[C:4]2[C:9](=[CH:10][CH:11]=1)[O:8][C@@:7]1([CH3:28])[CH2:12][O:13][CH2:14]/[C:15](=N\NS(C3C=CC(C)=CC=3)(=O)=O)/[C@@H:6]1[CH2:5]2.[B]1OC2C(=CC=CC=2)O1.O.O.O.C([O-])(=O)C.[Na+]. (5) Given the product [CH2:1]([O:8][C:9]1[C:14]([C:15]2[CH:16]=[CH:17][C:18]([CH3:21])=[CH:19][CH:20]=2)=[CH:13][C:12]([CH:22]=[O:23])=[CH:11][C:10]=1[C:26]([CH3:29])([CH3:28])[CH3:27])[C:2]1[CH:7]=[CH:6][CH:5]=[CH:4][CH:3]=1, predict the reactants needed to synthesize it. The reactants are: [CH2:1]([O:8][C:9]1[C:14]([C:15]2[CH:20]=[CH:19][C:18]([CH3:21])=[CH:17][CH:16]=2)=[CH:13][C:12]([C:22](OC)=[O:23])=[CH:11][C:10]=1[C:26]([CH3:29])([CH3:28])[CH3:27])[C:2]1[CH:7]=[CH:6][CH:5]=[CH:4][CH:3]=1.[H-].[Al+3].[Li+].[H-].[H-].[H-].O.[OH-].[Na+]. (6) Given the product [CH2:1]([NH:3][C:4]([NH:6][C:7]1[S:8][C:9]2[CH:15]=[C:14]([O:16][CH3:17])[C:13]([C:18]3[CH:19]=[N:20][C:21]([N:24]4[CH2:25][CH2:26][C:27]([CH3:35])([C:30]([OH:32])=[O:31])[CH2:28][CH2:29]4)=[N:22][CH:23]=3)=[CH:12][C:10]=2[N:11]=1)=[O:5])[CH3:2], predict the reactants needed to synthesize it. The reactants are: [CH2:1]([NH:3][C:4]([NH:6][C:7]1[S:8][C:9]2[CH:15]=[C:14]([O:16][CH3:17])[C:13]([C:18]3[CH:19]=[N:20][C:21]([N:24]4[CH2:29][CH2:28][C:27]([CH3:35])([C:30]([O:32]CC)=[O:31])[CH2:26][CH2:25]4)=[N:22][CH:23]=3)=[CH:12][C:10]=2[N:11]=1)=[O:5])[CH3:2].[OH-].[Na+].Cl.C(Cl)Cl. (7) Given the product [C:12]([O:16][C:17](=[O:18])[NH:19][C:20]1([C:23](=[O:24])[NH:9][CH:6]2[C:5]3[CH:10]=[CH:11][C:2]([Br:1])=[CH:3][C:4]=3[O:8][CH2:7]2)[CH2:21][CH2:22]1)([CH3:15])([CH3:13])[CH3:14], predict the reactants needed to synthesize it. The reactants are: [Br:1][C:2]1[CH:11]=[CH:10][C:5]2[CH:6]([NH2:9])[CH2:7][O:8][C:4]=2[CH:3]=1.[C:12]([O:16][C:17]([NH:19][C:20]1([C:23](O)=[O:24])[CH2:22][CH2:21]1)=[O:18])([CH3:15])([CH3:14])[CH3:13].